From a dataset of Full USPTO retrosynthesis dataset with 1.9M reactions from patents (1976-2016). Predict the reactants needed to synthesize the given product. (1) Given the product [Cl:17][C:13]1[CH:12]=[C:11]([CH2:10][C@@H:9]([NH:8][C:6](=[O:7])[O:5][C:1]([CH3:2])([CH3:3])[CH3:4])[C:18]([N:55]2[CH2:56][CH2:57][CH:52]([N:43]3[N:42]=[C:41]([C:35]4[CH:36]=[CH:37][C:38]([O:39][CH3:40])=[C:33]([O:32][CH3:31])[CH:34]=4)[C@@H:50]4[C@@H:45]([CH2:46][CH2:47][CH2:48][CH2:49]4)[C:44]3=[O:51])[CH2:53][CH2:54]2)=[O:20])[CH:16]=[CH:15][CH:14]=1, predict the reactants needed to synthesize it. The reactants are: [C:1]([O:5][C:6]([NH:8][C@@H:9]([C:18]([OH:20])=O)[CH2:10][C:11]1[CH:16]=[CH:15][CH:14]=[C:13]([Cl:17])[CH:12]=1)=[O:7])([CH3:4])([CH3:3])[CH3:2].CCN(C(C)C)C(C)C.Cl.[CH3:31][O:32][C:33]1[CH:34]=[C:35]([C:41]2[C@@H:50]3[C@@H:45]([CH2:46][CH2:47][CH2:48][CH2:49]3)[C:44](=[O:51])[N:43]([CH:52]3[CH2:57][CH2:56][NH:55][CH2:54][CH2:53]3)[N:42]=2)[CH:36]=[CH:37][C:38]=1[O:39][CH3:40].CCOC(C(C#N)=NOC(N1CCOCC1)=[N+](C)C)=O.F[P-](F)(F)(F)(F)F.C(=O)(O)[O-].[Na+]. (2) Given the product [Cl:1][C:2]1[CH:3]=[C:4]([C:16]([NH:19][CH2:20][C:21]2[C:22](=[O:29])[NH:23][C:24]([CH3:28])=[CH:25][C:26]=2[CH3:27])=[O:18])[C:5]2[CH:6]=[N:7][N:8]([CH:11]3[CH2:12][CH2:13][CH2:14][CH2:15]3)[C:9]=2[CH:10]=1, predict the reactants needed to synthesize it. The reactants are: [Cl:1][C:2]1[CH:3]=[C:4]([C:16]([OH:18])=O)[C:5]2[CH:6]=[N:7][N:8]([CH:11]3[CH2:15][CH2:14][CH2:13][CH2:12]3)[C:9]=2[CH:10]=1.[NH2:19][CH2:20][C:21]1[C:22](=[O:29])[NH:23][C:24]([CH3:28])=[CH:25][C:26]=1[CH3:27]. (3) Given the product [CH2:1]([C:4]1[CH:5]=[CH:6][C:7]([C:10]2[CH:15]=[CH:14][C:13]([CH2:16][CH2:17][C:18]3([F:29])[C:23]([F:24])=[C:22]([O:25][CH2:26][CH3:27])[CH:21]=[CH:20][CH:19]3[CH3:28])=[CH:12][CH:11]=2)=[CH:8][CH:9]=1)[CH2:2][CH3:3], predict the reactants needed to synthesize it. The reactants are: [CH2:1]([C:4]1[CH:9]=[CH:8][C:7]([C:10]2[CH:15]=[CH:14][C:13]([CH:16]=[CH:17][C:18]3([F:29])[C:23]([F:24])=[C:22]([O:25][CH2:26][CH3:27])[CH:21]=[CH:20][CH:19]3[CH3:28])=[CH:12][CH:11]=2)=[CH:6][CH:5]=1)[CH2:2][CH3:3].[H][H].